The task is: Predict the product of the given reaction.. This data is from Forward reaction prediction with 1.9M reactions from USPTO patents (1976-2016). (1) Given the reactants [NH:1]1[CH2:6][CH2:5][CH:4]([C:7]([OH:9])=[O:8])[CH2:3][CH2:2]1.[OH-].[Na+].[CH2:12]([O:19][C:20](Cl)=[O:21])[C:13]1[CH:18]=[CH:17][CH:16]=[CH:15][CH:14]=1.Cl, predict the reaction product. The product is: [CH2:12]([O:19][C:20]([N:1]1[CH2:6][CH2:5][CH:4]([C:7]([OH:9])=[O:8])[CH2:3][CH2:2]1)=[O:21])[C:13]1[CH:18]=[CH:17][CH:16]=[CH:15][CH:14]=1. (2) Given the reactants [N+](C1C=C[C:7]([O:10][P:11]([CH3:23])(=[O:22])[O:12][C:13]2[CH:18]=[CH:17][C:16]([N+:19]([O-])=O)=[CH:15][CH:14]=2)=CC=1)([O-])=O.[NH:24]1[C:32]2[C:27](=[CH:28][CH:29]=[CH:30][CH:31]=2)[CH:26]=[C:25]1[C:33]1C2C(=CC=C(O)C=2)N[N:34]=1.N12CCCN=C1CCCCC2.CO, predict the reaction product. The product is: [CH3:7][O:10][P:11]([CH3:23])(=[O:22])[O:12][C:13]1[CH:14]=[C:15]2[C:16](=[CH:17][CH:18]=1)[NH:19][N:34]=[C:33]2[C:25]1[NH:24][C:32]2[C:27]([CH:26]=1)=[CH:28][CH:29]=[CH:30][CH:31]=2.